Dataset: Retrosynthesis with 50K atom-mapped reactions and 10 reaction types from USPTO. Task: Predict the reactants needed to synthesize the given product. Given the product COc1cccc(Cl)c1C=Cc1cccn1C, predict the reactants needed to synthesize it. The reactants are: COc1cccc(Cl)c1C[P+](c1ccccc1)(c1ccccc1)c1ccccc1.Cn1cccc1C=O.